Task: Predict which catalyst facilitates the given reaction.. Dataset: Catalyst prediction with 721,799 reactions and 888 catalyst types from USPTO (1) Reactant: [CH2:1]([O:8][C:9]([NH:11][C@@H:12]([CH:16]1[CH2:18][CH2:17]1)[C:13](O)=[O:14])=[O:10])[C:2]1[CH:7]=[CH:6][CH:5]=[CH:4][CH:3]=1.Cl. Product: [CH2:1]([O:8][C:9](=[O:10])[NH:11][C@@H:12]([CH:16]1[CH2:18][CH2:17]1)[CH2:13][OH:14])[C:2]1[CH:7]=[CH:6][CH:5]=[CH:4][CH:3]=1. The catalyst class is: 1. (2) Reactant: [C:1]([CH2:3][CH2:4][CH2:5][O:6][C:7]1[CH:35]=[CH:34][C:10]([C:11]([O:13][C:14]2[CH:19]=[CH:18][C:17](/[CH:20]=[CH:21]/[C:22]([O:24][CH2:25][CH2:26][CH2:27][CH2:28][CH2:29][CH2:30][CH2:31][CH2:32][OH:33])=[O:23])=[CH:16][CH:15]=2)=[O:12])=[CH:9][CH:8]=1)#[N:2].C(N(CC)CC)C.[C:43](O[C:43](=[O:47])[C:44]([CH3:46])=[CH2:45])(=[O:47])[C:44]([CH3:46])=[CH2:45].O. Product: [C:1]([CH2:3][CH2:4][CH2:5][O:6][C:7]1[CH:35]=[CH:34][C:10]([C:11]([O:13][C:14]2[CH:19]=[CH:18][C:17](/[CH:20]=[CH:21]/[C:22]([O:24][CH2:25][CH2:26][CH2:27][CH2:28][CH2:29][CH2:30][CH2:31][CH2:32][O:33][C:43](=[O:47])[C:44]([CH3:46])=[CH2:45])=[O:23])=[CH:16][CH:15]=2)=[O:12])=[CH:9][CH:8]=1)#[N:2]. The catalyst class is: 251. (3) Reactant: [NH2:1][C:2]1[CH:3]=[C:4]2[C:8](=[CH:9][C:10]=1[NH2:11])[N:7]([CH2:12][CH:13]1[CH2:15][CH2:14]1)[C:6](=[O:16])[C:5]2([CH3:18])[CH3:17].[NH:19]1[C:27]2[C:22](=[CH:23][CH:24]=[CH:25][CH:26]=2)[C:21]([CH:28]=O)=[N:20]1.O.C1(C)C=CC(S(O)(=O)=O)=CC=1. Product: [CH:13]1([CH2:12][N:7]2[C:8]3[CH:9]=[C:10]4[NH:11][C:28]([C:21]5[C:22]6[C:27](=[CH:26][CH:25]=[CH:24][CH:23]=6)[NH:19][N:20]=5)=[N:1][C:2]4=[CH:3][C:4]=3[C:5]([CH3:18])([CH3:17])[C:6]2=[O:16])[CH2:15][CH2:14]1. The catalyst class is: 8. (4) Reactant: [CH3:1][C@@H:2]1[CH2:7][NH:6][CH2:5][CH2:4][NH:3]1.Cl[CH:9]([C:20]1[CH:25]=[CH:24][CH:23]=[CH:22][CH:21]=1)[C:10]1[CH:15]=[CH:14][CH:13]=[C:12]([C:16]([F:19])([F:18])[F:17])[CH:11]=1. Product: [CH3:1][C@H:2]1[NH:3][CH2:4][CH2:5][N:6]([CH:9]([C:20]2[CH:25]=[CH:24][CH:23]=[CH:22][CH:21]=2)[C:10]2[CH:15]=[CH:14][CH:13]=[C:12]([C:16]([F:19])([F:18])[F:17])[CH:11]=2)[CH2:7]1. The catalyst class is: 23. (5) Reactant: [Cl:1][C:2]1[C:7](C(O)=O)=[C:6]([F:11])[C:5]([NH:12][S:13]([CH2:16][CH2:17][CH3:18])(=[O:15])=[O:14])=[CH:4][CH:3]=1.C([N:21](CC)CC)C.C1C=CC(OP(OC2C=CC=CC=2)(N=[N+]=[N-])=O)=CC=1.O. Product: [NH2:21][C:7]1[C:6]([F:11])=[C:5]([NH:12][S:13]([CH2:16][CH2:17][CH3:18])(=[O:15])=[O:14])[CH:4]=[CH:3][C:2]=1[Cl:1]. The catalyst class is: 56. (6) Reactant: Br[C:2]1[C:11]2[C:6](=[CH:7][CH:8]=[C:9]([C:12]([NH2:14])=[O:13])[CH:10]=2)[CH:5]=[N:4][CH:3]=1.CC1(C)C(C)(C)OB([C:23]2[CH:30]=[CH:29][C:26]([C:27]#[N:28])=[CH:25][CH:24]=2)O1.C(=O)([O-])[O-].[Cs+].[Cs+]. Product: [C:27]([C:26]1[CH:29]=[CH:30][C:23]([C:2]2[C:11]3[C:6](=[CH:7][CH:8]=[C:9]([C:12]([NH2:14])=[O:13])[CH:10]=3)[CH:5]=[N:4][CH:3]=2)=[CH:24][CH:25]=1)#[N:28]. The catalyst class is: 688. (7) Product: [C:33]([NH:30][C:31]1[O:12][C:11]([C:8]2[CH:9]=[C:10]3[C:5](=[CH:6][CH:7]=2)[N:4]([S:15]([C:18]2[CH:24]=[CH:23][C:21]([CH3:22])=[CH:20][CH:19]=2)(=[O:16])=[O:17])[CH:3]=[C:2]3[I:1])=[N:13][N:14]=1)([CH3:36])([CH3:35])[CH3:34]. The catalyst class is: 6. Reactant: [I:1][C:2]1[C:10]2[C:5](=[CH:6][CH:7]=[C:8]([C:11]([NH:13][NH2:14])=[O:12])[CH:9]=2)[N:4]([S:15]([C:18]2[CH:24]=[CH:23][C:21]([CH3:22])=[CH:20][CH:19]=2)(=[O:17])=[O:16])[CH:3]=1.C1COCC1.[N:30]([C:33]([CH3:36])([CH3:35])[CH3:34])=[C:31]=S.Cl.C(N=C=NCCCN(C)C)C. (8) Reactant: C([O:8][CH2:9][CH2:10][CH2:11][O:12][C:13]([C:15]1[CH:20]=[CH:19][C:18]([C:21]2[CH:26]=[CH:25][C:24]([O:27]CC3C=CC=CC=3)=[C:23]([O:35]CC3C=CC=CC=3)[CH:22]=2)=[CH:17][CH:16]=1)=[O:14])C1C=CC=CC=1.C. Product: [OH:8][CH2:9][CH2:10][CH2:11][O:12][C:13]([C:15]1[CH:16]=[CH:17][C:18]([C:21]2[CH:26]=[CH:25][C:24]([OH:27])=[C:23]([OH:35])[CH:22]=2)=[CH:19][CH:20]=1)=[O:14]. The catalyst class is: 312. (9) Reactant: [Li+].CC([N-]C(C)C)C.[OH:9][C:10]1[C:15]([C:16]([O:18][CH3:19])=[O:17])=[C:14]([CH3:20])[CH:13]=[CH:12][C:11]=1[C:21]([O:23][CH3:24])=[O:22].C=O. Product: [CH3:24][O:23][C:21]([C:11]1[C:10]([OH:9])=[C:15]2[C:14]([CH2:20][CH2:19][O:18][C:16]2=[O:17])=[CH:13][CH:12]=1)=[O:22]. The catalyst class is: 1.